From a dataset of Forward reaction prediction with 1.9M reactions from USPTO patents (1976-2016). Predict the product of the given reaction. (1) Given the reactants CCN(C(C)C)C(C)C.[C:10]([O:14][C:15]([N:17]1[CH2:24][CH:23]2[C:25](=[C:26]([C:28](O)=[O:29])[F:27])[CH:19]([CH2:20][CH2:21][CH2:22]2)[CH2:18]1)=[O:16])([CH3:13])([CH3:12])[CH3:11].[Cl:31][C:32]1[S:33][C:34]([Cl:42])=[C:35]([Cl:41])[C:36]=1[S:37]([NH-:40])(=[O:39])=[O:38].CO, predict the reaction product. The product is: [C:10]([O:14][C:15]([N:17]1[CH2:18][CH:19]2[C:25](=[C:26]([F:27])[C:28](=[O:29])[NH:40][S:37]([C:36]3[C:35]([Cl:41])=[C:34]([Cl:42])[S:33][C:32]=3[Cl:31])(=[O:38])=[O:39])[CH:23]([CH2:22][CH2:21][CH2:20]2)[CH2:24]1)=[O:16])([CH3:13])([CH3:11])[CH3:12]. (2) Given the reactants [OH:1][C:2]1[CH:10]=[CH:9][C:5]([C:6]([OH:8])=O)=[CH:4][CH:3]=1.[NH:11]1[CH2:14][CH2:13][CH2:12]1, predict the reaction product. The product is: [N:11]1([C:6]([C:5]2[CH:4]=[CH:3][C:2]([OH:1])=[CH:10][CH:9]=2)=[O:8])[CH2:14][CH2:13][CH2:12]1. (3) Given the reactants CN(C=O)C.[OH:6][C:7]1[CH:12]=[CH:11][C:10]([O:13][CH3:14])=[CH:9][C:8]=1[C:15](=O)[CH3:16].C(=O)([O-])[O-].[Cs+].[Cs+].Br[CH2:25][C:26](=[O:31])[C:27]([CH3:30])([CH3:29])[CH3:28], predict the reaction product. The product is: [CH3:14][O:13][C:10]1[CH:11]=[CH:12][C:7]2[O:6][C:25]([C:26](=[O:31])[C:27]([CH3:30])([CH3:29])[CH3:28])=[C:15]([CH3:16])[C:8]=2[CH:9]=1. (4) Given the reactants Cl[C:2]1[C:7]([C:8]#[N:9])=[C:6]([C:10]2[O:11][CH:12]=[CH:13][CH:14]=2)[N:5]=[C:4]([S:15][CH3:16])[N:3]=1.[OH-].[K+].[SH:19][CH2:20][C:21]([NH2:23])=[O:22], predict the reaction product. The product is: [NH2:9][C:8]1[C:7]2[C:6]([C:10]3[O:11][CH:12]=[CH:13][CH:14]=3)=[N:5][C:4]([S:15][CH3:16])=[N:3][C:2]=2[S:19][C:20]=1[C:21]([NH2:23])=[O:22]. (5) The product is: [CH2:3]([O:5][C:6]([N:8]1[CH2:13][CH2:12][C:11]2[N:14]=[C:15]([CH2:17][OH:18])[O:16][C:10]=2[CH2:9]1)=[O:7])[CH3:4]. Given the reactants [BH4-].[Na+].[CH2:3]([O:5][C:6]([N:8]1[CH2:13][CH2:12][C:11]2[N:14]=[C:15]([CH:17]=[O:18])[O:16][C:10]=2[CH2:9]1)=[O:7])[CH3:4], predict the reaction product. (6) Given the reactants [N+:1]([C:4]1[CH:5]=[N:6][NH:7][CH:8]=1)([O-:3])=[O:2].C(=O)([O-])[O-].[K+].[K+].Br[CH2:16][C:17]1[C:22]([C:23]([F:26])([F:25])[F:24])=[CH:21][CH:20]=[CH:19][C:18]=1[F:27], predict the reaction product. The product is: [F:27][C:18]1[CH:19]=[CH:20][CH:21]=[C:22]([C:23]([F:24])([F:25])[F:26])[C:17]=1[CH2:16][N:6]1[CH:5]=[C:4]([N+:1]([O-:3])=[O:2])[CH:8]=[N:7]1. (7) Given the reactants [CH2:1]([NH:4][S:5]([C:8]1[CH:13]=[CH:12][C:11]([CH2:14][C:15]([OH:17])=O)=[CH:10][CH:9]=1)(=[O:7])=[O:6])[CH2:2][CH3:3].[CH3:18][O:19][C:20]1[CH:29]=[CH:28][C:27]([N:30]2[CH2:35][CH2:34][N:33]([CH3:36])[CH2:32][CH2:31]2)=[C:26]2[C:21]=1[CH2:22][CH2:23][NH:24][CH2:25]2.CN(C(ON1N=NC2C=CC=NC1=2)=[N+](C)C)C.F[P-](F)(F)(F)(F)F, predict the reaction product. The product is: [CH3:18][O:19][C:20]1[CH:29]=[CH:28][C:27]([N:30]2[CH2:31][CH2:32][N:33]([CH3:36])[CH2:34][CH2:35]2)=[C:26]2[C:21]=1[CH2:22][CH2:23][N:24]([C:15](=[O:17])[CH2:14][C:11]1[CH:10]=[CH:9][C:8]([S:5]([NH:4][CH2:1][CH2:2][CH3:3])(=[O:6])=[O:7])=[CH:13][CH:12]=1)[CH2:25]2. (8) Given the reactants [CH3:1][N:2]1[CH2:18][CH2:17][C:5]2[N:6]([CH2:14][CH2:15][NH2:16])[C:7]3[CH:8]=[CH:9][C:10]([CH3:13])=[CH:11][C:12]=3[C:4]=2[CH2:3]1.[CH:19]1([C:24](O)=[O:25])[CH2:23][CH2:22][CH2:21][CH2:20]1.C1(N=C=NC2CCCCC2)CCCCC1, predict the reaction product. The product is: [CH3:1][N:2]1[CH2:18][CH2:17][C:5]2[N:6]([CH2:14][CH2:15][NH:16][C:24]([CH:19]3[CH2:23][CH2:22][CH2:21][CH2:20]3)=[O:25])[C:7]3[CH:8]=[CH:9][C:10]([CH3:13])=[CH:11][C:12]=3[C:4]=2[CH2:3]1. (9) Given the reactants [F:1][C:2]([F:15])([F:14])[O:3][C:4]1[CH:13]=[CH:12][C:7]2[N:8]=[C:9]([NH2:11])[S:10][C:6]=2[CH:5]=1.[CH3:16][O:17][C:18](Cl)=[O:19].C(N(CC)CC)C, predict the reaction product. The product is: [CH3:16][O:17][C:18](=[O:19])[NH:11][C:9]1[S:10][C:6]2[CH:5]=[C:4]([O:3][C:2]([F:1])([F:14])[F:15])[CH:13]=[CH:12][C:7]=2[N:8]=1. (10) Given the reactants [CH:1]([NH:4][C:5]1[C:6]([NH2:11])=[CH:7][CH:8]=[CH:9][CH:10]=1)([CH3:3])[CH3:2].Cl[C:13]1[C:14]2[CH:21]=[CH:20][S:19][C:15]=2[N:16]=[CH:17][N:18]=1, predict the reaction product. The product is: [CH:1]([NH:4][C:5]1[C:6]([NH:11][C:13]2[C:14]3[CH:21]=[CH:20][S:19][C:15]=3[N:16]=[CH:17][N:18]=2)=[CH:7][CH:8]=[CH:9][CH:10]=1)([CH3:3])[CH3:2].